This data is from Full USPTO retrosynthesis dataset with 1.9M reactions from patents (1976-2016). The task is: Predict the reactants needed to synthesize the given product. Given the product [Cl:23][C:21]1[CH:20]=[CH:19][C:18]2[N:14]([CH:11]3[CH2:10][CH2:9][NH:8][CH2:13][CH2:12]3)[C:15](=[O:24])[NH:16][C:17]=2[CH:22]=1, predict the reactants needed to synthesize it. The reactants are: C(OC([N:8]1[CH2:13][CH2:12][CH:11]([N:14]2[C:18]3[CH:19]=[CH:20][C:21]([Cl:23])=[CH:22][C:17]=3[NH:16][C:15]2=[O:24])[CH2:10][CH2:9]1)=O)(C)(C)C.O.C(O)(C(F)(F)F)=O.